This data is from Reaction yield outcomes from USPTO patents with 853,638 reactions. The task is: Predict the reaction yield, written as a fraction of the theoretical maximum amount of product (1.0 means a 100% yield; for example, 0.34 means a 34% yield). (1) The reactants are [N:1]1[CH:6]=[CH:5][CH:4]=[CH:3][C:2]=1[NH:7]C(=O)C(C)(C)C.[F:14][C:15]([F:24])([F:23])[CH:16]1[CH2:21][CH2:20][C:19](=O)[CH2:18][CH2:17]1.C(Cl)Cl. The catalyst is C(Cl)Cl.CO. The product is [F:14][C:15]([F:24])([F:23])[CH:16]1[CH2:21][CH2:20][C:19]([C:3]2[C:2]([NH2:7])=[N:1][CH:6]=[CH:5][CH:4]=2)=[CH:18][CH2:17]1. The yield is 0.260. (2) The reactants are [CH3:1][C:2]1[CH:7]=[C:6]([CH3:8])[N:5]=[C:4]([N:9]2[CH2:16][CH:15]3[CH:11]([CH2:12][NH:13][CH2:14]3)[CH2:10]2)[N:3]=1.[N:17]1[C:26]2[C:21](=[CH:22][CH:23]=[CH:24][C:25]=2[C:27](O)=[O:28])[CH:20]=[CH:19][CH:18]=1.CN(C(ON1N=NC2C=CC=NC1=2)=[N+](C)C)C.F[P-](F)(F)(F)(F)F.CCN(C(C)C)C(C)C. The catalyst is C(OCC)(=O)C.CN(C=O)C. The product is [CH3:1][C:2]1[CH:7]=[C:6]([CH3:8])[N:5]=[C:4]([N:9]2[CH2:16][CH:15]3[CH2:14][N:13]([C:27]([C:25]4[CH:24]=[CH:23][CH:22]=[C:21]5[C:26]=4[N:17]=[CH:18][CH:19]=[CH:20]5)=[O:28])[CH2:12][CH:11]3[CH2:10]2)[N:3]=1. The yield is 0.662. (3) The reactants are C([S:4][CH2:5][CH2:6][N:7]([CH2:22][CH2:23][C:24]1[CH:29]=[CH:28][CH:27]=[CH:26][CH:25]=1)[C:8](=[O:21])[NH:9][C@@H:10]([CH2:14][C:15]1[CH:20]=[CH:19][CH:18]=[CH:17][CH:16]=1)[C:11]([OH:13])=[O:12])(=O)C.O.C(OCC)(=O)C. The catalyst is N. The product is [SH:4][CH2:5][CH2:6][N:7]([CH2:22][CH2:23][C:24]1[CH:25]=[CH:26][CH:27]=[CH:28][CH:29]=1)[C:8](=[O:21])[NH:9][C@@H:10]([CH2:14][C:15]1[CH:16]=[CH:17][CH:18]=[CH:19][CH:20]=1)[C:11]([OH:13])=[O:12]. The yield is 0.810. (4) The catalyst is C1COCC1. The reactants are [H-].[Na+].[O:3]=[C:4]1[NH:10][CH2:9][CH2:8][CH2:7][N:6]([C:11]([O:13][C:14]([CH3:17])([CH3:16])[CH3:15])=[O:12])[CH2:5]1.[CH2:18](Br)[C:19]1[CH:24]=[CH:23][CH:22]=[CH:21][CH:20]=1. The product is [CH2:18]([N:10]1[CH2:9][CH2:8][CH2:7][N:6]([C:11]([O:13][C:14]([CH3:17])([CH3:16])[CH3:15])=[O:12])[CH2:5][C:4]1=[O:3])[C:19]1[CH:24]=[CH:23][CH:22]=[CH:21][CH:20]=1. The yield is 0.490.